From a dataset of Catalyst prediction with 721,799 reactions and 888 catalyst types from USPTO. Predict which catalyst facilitates the given reaction. (1) The catalyst class is: 3. Reactant: [NH2:1][CH2:2][CH2:3][N:4]1[C:8]2=[N:9][CH:10]=[N:11][C:12]([NH2:13])=[C:7]2[C:6]([C:14]2[CH:19]=[CH:18][C:17]([O:20][C:21]3[CH:26]=[CH:25][CH:24]=[CH:23][CH:22]=3)=[CH:16][CH:15]=2)=[N:5]1.[C:27]([CH2:29][C:30](O)=[O:31])#[N:28].C(O)(C(F)(F)F)=O.O. Product: [NH2:13][C:12]1[N:11]=[CH:10][N:9]=[C:8]2[N:4]([CH2:3][CH2:2][NH:1][C:30](=[O:31])[CH2:29][C:27]#[N:28])[N:5]=[C:6]([C:14]3[CH:19]=[CH:18][C:17]([O:20][C:21]4[CH:26]=[CH:25][CH:24]=[CH:23][CH:22]=4)=[CH:16][CH:15]=3)[C:7]=12. (2) Reactant: [F:1][C:2]([F:14])([F:13])[C:3]1[CH:8]=[CH:7][C:6]([CH2:9][C:10]([OH:12])=O)=[CH:5][CH:4]=1.C1N=CN(C(N2C=NC=C2)=O)C=1.Cl.[NH2:28][CH2:29][C:30]1[CH:31]=[C:32]2[C:36](=[CH:37][CH:38]=1)[C:35](=[O:39])[N:34]([CH:40]1[CH2:45][CH2:44][C:43](=[O:46])[NH:42][C:41]1=[O:47])[CH2:33]2.O. Product: [O:47]=[C:41]1[CH:40]([N:34]2[CH2:33][C:32]3[C:36](=[CH:37][CH:38]=[C:30]([CH2:29][NH:28][C:10](=[O:12])[CH2:9][C:6]4[CH:5]=[CH:4][C:3]([C:2]([F:1])([F:14])[F:13])=[CH:8][CH:7]=4)[CH:31]=3)[C:35]2=[O:39])[CH2:45][CH2:44][C:43](=[O:46])[NH:42]1. The catalyst class is: 3. (3) Product: [CH2:1]([O:3][C:4]([C:5]1[C:10]([NH:11][C:12]2[CH:17]=[CH:16][C:15]([I:18])=[CH:14][C:13]=2[F:19])=[CH:9][C:8]2[N:7]([CH2:22][CH2:21][N:20]=2)[CH:6]=1)=[O:24])[CH3:2]. The catalyst class is: 17. Reactant: [CH2:1]([O:3][C:4](=[O:24])[C:5]1[C:10]([NH:11][C:12]2[CH:17]=[CH:16][C:15]([I:18])=[CH:14][C:13]=2[F:19])=[CH:9][C:8]([NH:20][CH2:21][CH2:22]O)=[N:7][CH:6]=1)[CH3:2].C1(C)C=CC(S(Cl)(=O)=O)=CC=1. (4) Reactant: [Cl:1][C:2]1[CH:7]=[CH:6][C:5]([O:8][C:9](=[O:26])[N:10]([CH2:12][C@H:13]2[CH2:18][CH2:17][C@H:16]([CH2:19][O:20][CH2:21][CH2:22][CH2:23][CH2:24]Br)[CH2:15][CH2:14]2)[CH3:11])=[CH:4][CH:3]=1.[NH:27]1[CH2:31][CH2:30][CH2:29][CH2:28]1. Product: [Cl:1][C:2]1[CH:7]=[CH:6][C:5]([O:8][C:9](=[O:26])[N:10]([CH3:11])[CH2:12][C@H:13]2[CH2:18][CH2:17][C@H:16]([CH2:19][O:20][CH2:21][CH2:22][CH2:23][CH2:24][N:27]3[CH2:31][CH2:30][CH2:29][CH2:28]3)[CH2:15][CH2:14]2)=[CH:4][CH:3]=1. The catalyst class is: 80. (5) Reactant: C([NH:4][C:5]1[S:6][C:7]([C:12]2[CH:17]=[CH:16][C:15]([C:18]#[N:19])=[CH:14][CH:13]=2)=[CH:8][C:9]=1[C:10]#[N:11])(=O)C.S(=O)(=O)(O)[OH:21]. Product: [NH2:4][C:5]1[S:6][C:7]([C:12]2[CH:17]=[CH:16][C:15]([C:18]#[N:19])=[CH:14][CH:13]=2)=[CH:8][C:9]=1[C:10]([NH2:11])=[O:21]. The catalyst class is: 8. (6) The catalyst class is: 7. Reactant: [OH:1][C@H:2]([CH2:45][O:46][C:47]1[CH:52]=[CH:51][CH:50]=[CH:49][CH:48]=1)[CH2:3][O:4][C:5]1[CH:10]=[CH:9][C:8]([CH:11]2[CH2:16][CH2:15][N:14]([C:17]([O:19][CH2:20][C:21]3[CH:26]=[CH:25][CH:24]=[CH:23][CH:22]=3)=[O:18])[CH2:13][CH:12]2[O:27][CH2:28][C:29]2[CH:30]=[CH:31][C:32]3[O:37][CH2:36][C:35](=[O:38])[N:34]([CH2:39][CH2:40][CH2:41][O:42][CH3:43])[C:33]=3[CH:44]=2)=[CH:7][CH:6]=1.[H-].[Na+].[CH3:55]I. Product: [CH3:55][O:1][C@H:2]([CH2:45][O:46][C:47]1[CH:48]=[CH:49][CH:50]=[CH:51][CH:52]=1)[CH2:3][O:4][C:5]1[CH:10]=[CH:9][C:8]([CH:11]2[CH2:16][CH2:15][N:14]([C:17]([O:19][CH2:20][C:21]3[CH:22]=[CH:23][CH:24]=[CH:25][CH:26]=3)=[O:18])[CH2:13][CH:12]2[O:27][CH2:28][C:29]2[CH:30]=[CH:31][C:32]3[O:37][CH2:36][C:35](=[O:38])[N:34]([CH2:39][CH2:40][CH2:41][O:42][CH3:43])[C:33]=3[CH:44]=2)=[CH:7][CH:6]=1. (7) Reactant: C[Al](C)C.[NH3:5].O1CCOCC1.[Cl:12][C:13]1[CH:14]=[C:15]([CH:19]=[CH:20][C:21]=1[NH:22][C:23]1[N:28]=[C:27]([C:29]2[CH:34]=[CH:33][CH:32]=[CH:31][CH:30]=2)[CH:26]=[CH:25][N:24]=1)[C:16]([O-])=[O:17]. Product: [Cl:12][C:13]1[CH:14]=[C:15]([CH:19]=[CH:20][C:21]=1[NH:22][C:23]1[N:28]=[C:27]([C:29]2[CH:34]=[CH:33][CH:32]=[CH:31][CH:30]=2)[CH:26]=[CH:25][N:24]=1)[C:16]([NH2:5])=[O:17]. The catalyst class is: 2. (8) The catalyst class is: 5. Reactant: [Cl:1][C:2]1[N:10]=[C:9]2[C:5]([N:6]=[CH:7][N:8]2[CH:11]2[CH2:16][CH2:15][CH2:14][CH2:13][O:12]2)=[C:4](Cl)[N:3]=1.[NH3:18]. Product: [Cl:1][C:2]1[N:10]=[C:9]2[C:5]([N:6]=[CH:7][N:8]2[CH:11]2[CH2:16][CH2:15][CH2:14][CH2:13][O:12]2)=[C:4]([NH2:18])[N:3]=1.